From a dataset of Full USPTO retrosynthesis dataset with 1.9M reactions from patents (1976-2016). Predict the reactants needed to synthesize the given product. Given the product [CH2:11]([N:6]1[C:2]([CH3:1])=[C:3]([CH:7]=[O:8])[N:4]=[CH:5]1)[CH3:12], predict the reactants needed to synthesize it. The reactants are: [CH3:1][C:2]1[NH:6][CH:5]=[N:4][C:3]=1[CH:7]=[O:8].[H-].[Na+].[CH2:11](I)[CH3:12].